From a dataset of Peptide-MHC class II binding affinity with 134,281 pairs from IEDB. Regression. Given a peptide amino acid sequence and an MHC pseudo amino acid sequence, predict their binding affinity value. This is MHC class II binding data. The peptide sequence is AREKNPRLCTKEEFI. The MHC is DRB3_0202 with pseudo-sequence DRB3_0202. The binding affinity (normalized) is 0.